From a dataset of Full USPTO retrosynthesis dataset with 1.9M reactions from patents (1976-2016). Predict the reactants needed to synthesize the given product. (1) The reactants are: [NH2:1][C:2]1[CH:10]=[CH:9][C:5]([C:6]([OH:8])=[O:7])=[CH:4][CH:3]=1.[OH-].[Na+].[C:13](O[C:13]([O:15][C:16]([CH3:19])([CH3:18])[CH3:17])=[O:14])([O:15][C:16]([CH3:19])([CH3:18])[CH3:17])=[O:14]. Given the product [C:13]([NH:1][C:2]1[CH:10]=[CH:9][C:5]([C:6]([OH:8])=[O:7])=[CH:4][CH:3]=1)([O:15][C:16]([CH3:19])([CH3:18])[CH3:17])=[O:14], predict the reactants needed to synthesize it. (2) The reactants are: [Cl:1][C:2]1[CH:7]=[C:6]([CH3:8])[C:5]([N:9]2[C:13]3=[N:14][C:15]([CH3:26])=[CH:16][C:17](OS(C(F)(F)F)(=O)=O)=[C:12]3[C:11]([CH3:27])=[CH:10]2)=[C:4]([CH3:28])[CH:3]=1.[NH:29]1[CH2:39][CH2:38][CH:32]([C:33]([O:35][CH2:36][CH3:37])=[O:34])[CH2:31][CH2:30]1.C(N(CC)C(C)C)(C)C. Given the product [CH2:36]([O:35][C:33]([CH:32]1[CH2:38][CH2:39][N:29]([C:17]2[CH:16]=[C:15]([CH3:26])[N:14]=[C:13]3[N:9]([C:5]4[C:4]([CH3:28])=[CH:3][C:2]([Cl:1])=[CH:7][C:6]=4[CH3:8])[CH:10]=[C:11]([CH3:27])[C:12]=23)[CH2:30][CH2:31]1)=[O:34])[CH3:37], predict the reactants needed to synthesize it. (3) Given the product [Br:1][C:2]1[CH:3]=[C:4]2[C:8](=[CH:9][CH:10]=1)[N:7]([C:21]([O:23][C:24]([CH3:27])([CH3:26])[CH3:25])=[O:22])[N:6]=[C:5]2[CH3:11], predict the reactants needed to synthesize it. The reactants are: [Br:1][C:2]1[CH:3]=[C:4]2[C:8](=[CH:9][CH:10]=1)[NH:7][N:6]=[C:5]2[CH3:11].CN(C1C=CC=CN=1)C.[C:21](O[C:21]([O:23][C:24]([CH3:27])([CH3:26])[CH3:25])=[O:22])([O:23][C:24]([CH3:27])([CH3:26])[CH3:25])=[O:22]. (4) Given the product [ClH:34].[CH2:23]([O:22][C@@H:19]1[CH2:20][CH2:21][C@H:16]([N:13]2[CH2:12][CH2:11][CH:10]([N:9]3[C:3]4[CH:4]=[C:5]([CH3:8])[CH:6]=[CH:7][C:2]=4[NH:1][C:35]3=[O:38])[CH2:15][CH2:14]2)[CH2:17][CH2:18]1)[CH3:24], predict the reactants needed to synthesize it. The reactants are: [NH2:1][C:2]1[CH:7]=[CH:6][C:5]([CH3:8])=[CH:4][C:3]=1[NH:9][CH:10]1[CH2:15][CH2:14][N:13]([C@H:16]2[CH2:21][CH2:20][C@@H:19]([O:22][CH2:23][CH3:24])[CH2:18][CH2:17]2)[CH2:12][CH2:11]1.C(N(C(C)C)CC)(C)C.[Cl:34][C:35]([O:38]C(=O)OC(Cl)(Cl)Cl)(Cl)Cl.